Dataset: Reaction yield outcomes from USPTO patents with 853,638 reactions. Task: Predict the reaction yield, written as a fraction of the theoretical maximum amount of product (1.0 means a 100% yield; for example, 0.34 means a 34% yield). (1) The reactants are [NH2:1][C:2]1[CH:6]=[C:5]([C:7]2[CH:12]=[CH:11][N:10]=[CH:9][CH:8]=2)[S:4][C:3]=1[C:13]([NH2:15])=[O:14].[O:16]1[CH2:21][CH2:20][C:19](=O)[CH2:18][CH2:17]1.O.C1(C)C=CC(S(O)(=O)=O)=CC=1.C(=O)([O-])O.[Na+]. The catalyst is C1(C)C=CC=CC=1. The product is [N:10]1[CH:9]=[CH:8][C:7]([C:5]2[S:4][C:3]3[C:13](=[O:14])[NH:15][C:19]4([CH2:20][CH2:21][O:16][CH2:17][CH2:18]4)[NH:1][C:2]=3[CH:6]=2)=[CH:12][CH:11]=1. The yield is 0.460. (2) The reactants are [Cl:1][C:2]1[CH:3]=[C:4]([C:8]2[C:13]([O:14][CH3:15])=[CH:12][CH:11]=[C:10]([CH2:16][C:17]3[CH:18]=[CH:19][C:20]([NH2:23])=[N:21][CH:22]=3)[C:9]=2[F:24])[CH:5]=[CH:6][CH:7]=1.Br[CH2:26][C:27](=O)[C:28]([O:30][CH2:31][CH3:32])=[O:29].C([O-])(O)=O.[Na+]. The catalyst is COCCOC. The product is [CH2:31]([O:30][C:28]([C:27]1[N:23]=[C:20]2[CH:19]=[CH:18][C:17]([CH2:16][C:10]3[C:9]([F:24])=[C:8]([C:4]4[CH:5]=[CH:6][CH:7]=[C:2]([Cl:1])[CH:3]=4)[C:13]([O:14][CH3:15])=[CH:12][CH:11]=3)=[CH:22][N:21]2[CH:26]=1)=[O:29])[CH3:32]. The yield is 0.270. (3) The reactants are [C:1]([O:5][C:6]([NH:8][C:9]1[S:10][CH:11]=[C:12]([C:14]([OH:16])=O)[N:13]=1)=[O:7])([CH3:4])([CH3:3])[CH3:2].ClC1N=C(OC)N=C(OC)N=1.CN1CCOCC1.Cl.[CH3:36][NH:37][O:38][CH3:39].C(N(CC)CC)C. The catalyst is O1CCCC1. The product is [C:1]([O:5][C:6](=[O:7])[NH:8][C:9]1[S:10][CH:11]=[C:12]([C:14](=[O:16])[N:37]([O:38][CH3:39])[CH3:36])[N:13]=1)([CH3:2])([CH3:3])[CH3:4]. The yield is 0.880. (4) The reactants are [F:1][C:2]([F:29])([F:28])[C:3]1[CH:4]=[C:5]([NH:13][C:14](=[O:27])[C:15]2[CH:20]=[C:19]([S:21](=[O:24])(=[O:23])[NH2:22])[CH:18]=[CH:17][C:16]=2[O:25][CH3:26])[CH:6]=[C:7]([C:9]([F:12])([F:11])[F:10])[CH:8]=1.CO[CH:32]1[CH2:36][CH2:35][CH:34](OC)O1.C(O)(=O)C. The catalyst is O. The product is [F:29][C:2]([F:1])([F:28])[C:3]1[CH:4]=[C:5]([NH:13][C:14](=[O:27])[C:15]2[CH:20]=[C:19]([S:21]([N:22]3[CH:32]=[CH:36][CH:35]=[CH:34]3)(=[O:23])=[O:24])[CH:18]=[CH:17][C:16]=2[O:25][CH3:26])[CH:6]=[C:7]([C:9]([F:12])([F:10])[F:11])[CH:8]=1. The yield is 0.886. (5) The reactants are [NH:1]1[C:5]2=[N:6][CH:7]=[CH:8][CH:9]=[C:4]2[C:3]([C:10]([O:12][CH3:13])=[O:11])=[N:2]1.[Br:14][C:15]1[CH:16]=[C:17]([CH2:30][O:31][Si:32]([C:35]([CH3:38])([CH3:37])[CH3:36])([CH3:34])[CH3:33])[CH:18]=[C:19](B2OC(C)(C)C(C)(C)O2)[CH:20]=1. No catalyst specified. The product is [Br:14][C:15]1[CH:20]=[C:19]([N:1]2[C:5]3=[N:6][CH:7]=[CH:8][CH:9]=[C:4]3[C:3]([C:10]([O:12][CH3:13])=[O:11])=[N:2]2)[CH:18]=[C:17]([CH2:30][O:31][Si:32]([C:35]([CH3:38])([CH3:37])[CH3:36])([CH3:33])[CH3:34])[CH:16]=1. The yield is 0.490. (6) The catalyst is O. The reactants are [C:1]([N:4]([C:7]1[CH:8]=[C:9]2[C:13](=[CH:14][CH:15]=1)[NH:12][C:11]([C:16]([O:18]CC)=[O:17])=[CH:10]2)[CH2:5][CH3:6])(=[O:3])[CH3:2].[CH3:21][CH2:22]O.C([O-])([O-])=O.[Cs+].[Cs+]. The product is [CH2:21]([C:10]1[C:9]2[C:13](=[CH:14][CH:15]=[C:7]([N:4]([C:1](=[O:3])[CH3:2])[CH2:5][CH3:6])[CH:8]=2)[NH:12][C:11]=1[C:16]([OH:18])=[O:17])[CH3:22]. The yield is 0.530. (7) The product is [CH3:7][N:5]1[CH:6]=[C:2]([N:13]([C:22]([O:24][C:25]([CH3:28])([CH3:27])[CH3:26])=[O:23])[NH:14][C:15]([O:17][C:18]([CH3:19])([CH3:20])[CH3:21])=[O:16])[CH:3]=[N:4]1. The catalyst is CCOCC.CCCCCC. The yield is 0.300. The reactants are I[C:2]1[CH:3]=[N:4][N:5]([CH3:7])[CH:6]=1.[Li]CCCC.[N:13](/[C:22]([O:24][C:25]([CH3:28])([CH3:27])[CH3:26])=[O:23])=[N:14]/[C:15]([O:17][C:18]([CH3:21])([CH3:20])[CH3:19])=[O:16]. (8) The reactants are [O:1]=[C:2]1[C:15]2[CH:14]=[CH:13][CH:12]=[C:11]([C:16]([OH:18])=O)[C:10]=2[O:9][C:8]2[C:3]1=[CH:4][CH:5]=[CH:6][CH:7]=2.C([N:22](C(C)C)CC)(C)C.[OH-].[NH4+]. The catalyst is CN(C)C=O. The product is [O:1]=[C:2]1[C:15]2[CH:14]=[CH:13][CH:12]=[C:11]([C:16]([NH2:22])=[O:18])[C:10]=2[O:9][C:8]2[C:3]1=[CH:4][CH:5]=[CH:6][CH:7]=2. The yield is 0.972. (9) The reactants are [C:1]([CH:4]1[O:8][C:7]2[C:9](=[O:19])[C:10]3[C:15]([C:16](=[O:17])[C:6]=2[CH2:5]1)=[C:14]([OH:18])[CH:13]=[CH:12][CH:11]=3)(=[O:3])[CH3:2]. The catalyst is C(Cl)(Cl)Cl.[O-2].[O-2].[Mn+4]. The product is [C:1]([C:4]1[O:8][C:7]2[C:9](=[O:19])[C:10]3[C:15]([C:16](=[O:17])[C:6]=2[CH:5]=1)=[C:14]([OH:18])[CH:13]=[CH:12][CH:11]=3)(=[O:3])[CH3:2]. The yield is 0.510. (10) The reactants are [Br:1][C:2]1[NH:6][C:5]([CH3:7])=[C:4]([C:8]([O:10][CH2:11][CH3:12])=[O:9])[CH:3]=1.[H-].[Na+].C1OCCOCCOCCOCCOC1.Cl.[N:31]1[CH:36]=[CH:35][CH:34]=[C:33]([S:37](Cl)(=[O:39])=[O:38])[CH:32]=1.C(=O)([O-])O.[Na+]. The catalyst is O1CCCC1. The product is [Br:1][C:2]1[N:6]([S:37]([C:33]2[CH:32]=[N:31][CH:36]=[CH:35][CH:34]=2)(=[O:39])=[O:38])[C:5]([CH3:7])=[C:4]([C:8]([O:10][CH2:11][CH3:12])=[O:9])[CH:3]=1. The yield is 0.640.